This data is from Forward reaction prediction with 1.9M reactions from USPTO patents (1976-2016). The task is: Predict the product of the given reaction. The product is: [NH:1]1[CH2:5][CH2:4][CH2:3][CH:2]1[CH2:6][CH2:7][C:8]1[CH:9]=[C:10]([CH:13]=[CH:14][CH:15]=1)[C:11]#[N:12]. Given the reactants [N:1]1[CH2:5][CH2:4][CH2:3][C:2]=1[CH2:6][CH2:7][C:8]1[CH:9]=[C:10]([CH:13]=[CH:14][CH:15]=1)[C:11]#[N:12].[BH4-].[Na+], predict the reaction product.